This data is from Forward reaction prediction with 1.9M reactions from USPTO patents (1976-2016). The task is: Predict the product of the given reaction. (1) Given the reactants [CH3:1][O:2][C:3](=[O:41])[NH:4][C@H:5]([C:10]([NH:12][NH:13][CH2:14][CH2:15][C@:16]([CH2:34][C:35]1[CH:40]=[CH:39][CH:38]=[CH:37][CH:36]=1)([OH:33])[C:17]([N:19]1[C@H:23]2[C:24]3[CH:25]=[CH:26][CH:27]=[CH:28][C:29]=3[CH2:30][C@H:22]2[O:21]C1(C)C)=[O:18])=[O:11])[C:6]([CH3:9])([CH3:8])[CH3:7].C([O-])([O-])=O.[K+].[K+].[Br:48][C:49]1[CH:56]=[CH:55][C:52]([CH2:53]Br)=[CH:51][CH:50]=1, predict the reaction product. The product is: [CH3:1][O:2][C:3](=[O:41])[NH:4][C@@H:5]([C:10]([NH:12][N:13]([CH2:53][C:52]1[CH:55]=[CH:56][C:49]([Br:48])=[CH:50][CH:51]=1)[CH2:14][CH2:15][C@@:16]([OH:33])([C:17](=[O:18])[NH:19][C@H:23]1[C:24]2[C:29](=[CH:28][CH:27]=[CH:26][CH:25]=2)[CH2:30][C@H:22]1[OH:21])[CH2:34][C:35]1[CH:40]=[CH:39][CH:38]=[CH:37][CH:36]=1)=[O:11])[C:6]([CH3:7])([CH3:9])[CH3:8]. (2) Given the reactants [O:1]=[C:2]1[N:6]([C:7]2[C:8]([CH3:20])=[C:9]([CH:14]=[C:15]([N+:17]([O-:19])=[O:18])[CH:16]=2)[C:10]([O:12][CH3:13])=[O:11])[N:5]=[N:4][NH:3]1.[C:21]([O-])([O-])=O.[K+].[K+].CI, predict the reaction product. The product is: [CH3:21][N:3]1[C:2](=[O:1])[N:6]([C:7]2[C:8]([CH3:20])=[C:9]([CH:14]=[C:15]([N+:17]([O-:19])=[O:18])[CH:16]=2)[C:10]([O:12][CH3:13])=[O:11])[N:5]=[N:4]1.